From a dataset of Full USPTO retrosynthesis dataset with 1.9M reactions from patents (1976-2016). Predict the reactants needed to synthesize the given product. (1) Given the product [CH2:1]([N:3]1[C:12]2[C:11](=[O:13])[NH:10][CH2:9][C:8]([C:14]3[CH:19]=[CH:18][C:17]([OH:20])=[CH:16][CH:15]=3)=[N:7][C:6]=2[C:5]([CH:22]([CH3:23])[CH3:24])=[N:4]1)[CH3:2], predict the reactants needed to synthesize it. The reactants are: [CH2:1]([N:3]1[C:12]2[C:11](=[O:13])[NH:10][CH2:9][C:8]([C:14]3[CH:19]=[CH:18][C:17]([O:20]C)=[CH:16][CH:15]=3)=[N:7][C:6]=2[C:5]([CH:22]([CH3:24])[CH3:23])=[N:4]1)[CH3:2].B(Br)(Br)Br. (2) The reactants are: [NH2:1][C:2]1[N:6]([CH2:7][C:8](OCC)=[O:9])[N:5]=[CH:4][C:3]=1[N+:13]([O-:15])=[O:14].[NH3:16]. Given the product [NH2:1][C:2]1[N:6]([CH2:7][C:8]([NH2:16])=[O:9])[N:5]=[CH:4][C:3]=1[N+:13]([O-:15])=[O:14], predict the reactants needed to synthesize it. (3) Given the product [CH3:1][O:2][CH2:3][CH2:4][N:5]1[C:13]2[CH:12]=[CH:11][CH:10]=[C:9]([NH2:14])[C:8]=2[CH:7]=[CH:6]1, predict the reactants needed to synthesize it. The reactants are: [CH3:1][O:2][CH2:3][CH2:4][N:5]1[C:13]2[C:8](=[C:9]([N+:14]([O-])=O)[CH:10]=[CH:11][CH:12]=2)[CH:7]=[CH:6]1.[H][H]. (4) Given the product [CH3:1][O:2][C:3]1[CH:4]=[C:5]([CH:9]2[CH2:14][CH2:13][CH2:12][CH2:11][C:10]2=[N:17][OH:18])[CH:6]=[CH:7][CH:8]=1, predict the reactants needed to synthesize it. The reactants are: [CH3:1][O:2][C:3]1[CH:4]=[C:5]([CH:9]2[CH2:14][CH2:13][CH2:12][CH2:11][C:10]2=O)[CH:6]=[CH:7][CH:8]=1.Cl.[NH2:17][OH:18].C([O-])(=O)C.[Na+].O. (5) Given the product [CH2:30]([O:29][C:27]([NH:26][C@@H:18]([CH2:17][NH:16][C:9]([O:11][C:12]([CH3:13])([CH3:14])[CH3:15])=[O:10])[C:19]([O:21][C:22]([CH3:23])([CH3:24])[CH3:25])=[O:20])=[O:28])[C:31]1[CH:32]=[CH:33][CH:34]=[CH:35][CH:36]=1, predict the reactants needed to synthesize it. The reactants are: [C:9](O[C:9]([O:11][C:12]([CH3:15])([CH3:14])[CH3:13])=[O:10])([O:11][C:12]([CH3:15])([CH3:14])[CH3:13])=[O:10].[NH2:16][CH2:17][C@H:18]([NH:26][C:27]([O:29][CH2:30][C:31]1[CH:36]=[CH:35][CH:34]=[CH:33][CH:32]=1)=[O:28])[C:19]([O:21][C:22]([CH3:25])([CH3:24])[CH3:23])=[O:20].[OH-].[Na+].